Dataset: NCI-60 drug combinations with 297,098 pairs across 59 cell lines. Task: Regression. Given two drug SMILES strings and cell line genomic features, predict the synergy score measuring deviation from expected non-interaction effect. (1) Drug 1: CS(=O)(=O)C1=CC(=C(C=C1)C(=O)NC2=CC(=C(C=C2)Cl)C3=CC=CC=N3)Cl. Drug 2: CC1=C(C=C(C=C1)NC2=NC=CC(=N2)N(C)C3=CC4=NN(C(=C4C=C3)C)C)S(=O)(=O)N.Cl. Cell line: BT-549. Synergy scores: CSS=-0.869, Synergy_ZIP=7.35, Synergy_Bliss=10.3, Synergy_Loewe=5.94, Synergy_HSA=7.63. (2) Drug 1: C1=CC(=CC=C1CCC2=CNC3=C2C(=O)NC(=N3)N)C(=O)NC(CCC(=O)O)C(=O)O. Drug 2: C1C(C(OC1N2C=NC3=C(N=C(N=C32)Cl)N)CO)O. Cell line: HCT116. Synergy scores: CSS=44.0, Synergy_ZIP=-2.10, Synergy_Bliss=-3.20, Synergy_Loewe=-10.3, Synergy_HSA=-2.80. (3) Drug 1: CC1=C(C=C(C=C1)NC2=NC=CC(=N2)N(C)C3=CC4=NN(C(=C4C=C3)C)C)S(=O)(=O)N.Cl. Drug 2: CC(C)(C#N)C1=CC(=CC(=C1)CN2C=NC=N2)C(C)(C)C#N. Cell line: SK-MEL-2. Synergy scores: CSS=-3.37, Synergy_ZIP=0.356, Synergy_Bliss=-1.60, Synergy_Loewe=-5.13, Synergy_HSA=-5.13.